From a dataset of Full USPTO retrosynthesis dataset with 1.9M reactions from patents (1976-2016). Predict the reactants needed to synthesize the given product. (1) Given the product [C:7]([C:9]1[C:17]2[C:12](=[CH:13][CH:14]=[C:15]([CH2:18][CH2:19][NH:20][C:21](=[O:35])[C:22]3[CH:27]=[CH:26][C:25]([C:28]4[CH:33]=[CH:32][N:31]=[C:30]([N:1]5[CH2:6][CH2:5][CH2:4][CH2:3][CH2:2]5)[N:29]=4)=[CH:24][CH:23]=3)[CH:16]=2)[NH:11][CH:10]=1)#[N:8], predict the reactants needed to synthesize it. The reactants are: [NH:1]1[CH2:6][CH2:5][CH2:4][CH2:3][CH2:2]1.[C:7]([C:9]1[C:17]2[C:12](=[CH:13][CH:14]=[C:15]([CH2:18][CH2:19][NH:20][C:21](=[O:35])[C:22]3[CH:27]=[CH:26][C:25]([C:28]4[CH:33]=[CH:32][N:31]=[C:30](Cl)[N:29]=4)=[CH:24][CH:23]=3)[CH:16]=2)[NH:11][CH:10]=1)#[N:8]. (2) Given the product [C:1]([C:5]1[CH:10]=[C:9]([CH3:11])[C:8]([S:12]([NH:20][C:19]2[CH:21]=[C:22]([C:29]([F:30])([F:31])[F:32])[CH:23]=[C:24]([C:25]([F:26])([F:27])[F:28])[C:18]=2[Cl:17])(=[O:14])=[O:13])=[C:7]([CH3:16])[CH:6]=1)([CH3:4])([CH3:3])[CH3:2], predict the reactants needed to synthesize it. The reactants are: [C:1]([C:5]1[CH:10]=[C:9]([CH3:11])[C:8]([S:12](Cl)(=[O:14])=[O:13])=[C:7]([CH3:16])[CH:6]=1)([CH3:4])([CH3:3])[CH3:2].[Cl:17][C:18]1[C:24]([C:25]([F:28])([F:27])[F:26])=[CH:23][C:22]([C:29]([F:32])([F:31])[F:30])=[CH:21][C:19]=1[NH2:20]. (3) Given the product [F:13][C:14]1[C:19]([CH:20]=[O:21])=[CH:18][CH:17]=[C:16]([F:22])[C:15]=1[C:2]1[N:7]=[C:6]([C:8]([O:10][CH3:11])=[O:9])[CH:5]=[CH:4][C:3]=1[F:12], predict the reactants needed to synthesize it. The reactants are: Br[C:2]1[N:7]=[C:6]([C:8]([O:10][CH3:11])=[O:9])[CH:5]=[CH:4][C:3]=1[F:12].[F:13][C:14]1[C:19]([CH:20]=[O:21])=[CH:18][CH:17]=[C:16]([F:22])[C:15]=1B(O)O.C(P(C(C)(C)C)C(C)(C)C)(C)(C)C.[F-].[K+]. (4) Given the product [Si:1]([O:18][CH:19]1[CH2:20][CH:21]2[CH:23]([CH:22]2[C:25]2[N:29]([CH:30]([CH3:32])[CH3:31])[N:28]=[C:27]([NH:39][C:42](=[O:54])[O:52][CH2:45][C:46]3[CH:51]=[CH:50][CH:49]=[CH:48][CH:47]=3)[CH:26]=2)[CH2:24]1)([C:14]([CH3:17])([CH3:15])[CH3:16])([C:8]1[CH:9]=[CH:10][CH:11]=[CH:12][CH:13]=1)[C:2]1[CH:7]=[CH:6][CH:5]=[CH:4][CH:3]=1, predict the reactants needed to synthesize it. The reactants are: [Si:1]([O:18][CH:19]1[CH2:24][CH:23]2[CH:21]([CH:22]2[C:25]2[N:29]([CH:30]([CH3:32])[CH3:31])[N:28]=[C:27](C(O)=O)[CH:26]=2)[CH2:20]1)([C:14]([CH3:17])([CH3:16])[CH3:15])([C:8]1[CH:13]=[CH:12][CH:11]=[CH:10][CH:9]=1)[C:2]1[CH:7]=[CH:6][CH:5]=[CH:4][CH:3]=1.C([N:39]([CH:42](C)C)CC)(C)C.[CH2:45]([OH:52])[C:46]1[CH:51]=[CH:50][CH:49]=[CH:48][CH:47]=1.P(N=[N+]=[N-])(=O)(OC1C=CC=CC=1)[O:54]C1C=CC=CC=1. (5) Given the product [CH3:18][C:15]1([CH3:19])[O:14][C@H:13]([C@H:11]2[O:10][N:9]=[C:8]([C:5]3[N:6]=[CH:7][C:2]([C:26]4[CH:25]=[CH:24][C:23]([N:36]5[CH2:40][C@H:39]([CH2:41][N:42]6[CH:46]=[CH:45][N:44]=[N:43]6)[O:38][C:37]5=[O:47])=[CH:22][C:21]=4[F:20])=[CH:3][CH:4]=3)[CH2:12]2)[CH2:17][O:16]1, predict the reactants needed to synthesize it. The reactants are: Br[C:2]1[CH:3]=[CH:4][C:5]([C:8]2[CH2:12][C@@H:11]([C@@H:13]3[CH2:17][O:16][C:15]([CH3:19])([CH3:18])[O:14]3)[O:10][N:9]=2)=[N:6][CH:7]=1.[F:20][C:21]1[CH:22]=[C:23]([N:36]2[CH2:40][C@H:39]([CH2:41][N:42]3[CH:46]=[CH:45][N:44]=[N:43]3)[O:38][C:37]2=[O:47])[CH:24]=[CH:25][C:26]=1B1OC(C)(C)C(C)(C)O1.C(=O)([O-])[O-].[K+].[K+].O. (6) Given the product [C:28]([C:2]1[CH:27]=[N:26][C:5]2[N:6]=[C:7]([N:13]3[CH2:16][CH:15]([N:17]([CH3:25])[C:18](=[O:24])[O:19][C:20]([CH3:21])([CH3:23])[CH3:22])[CH2:14]3)[C:8]3[N:9]([CH:10]=[N:11][N:12]=3)[C:4]=2[CH:3]=1)#[N:29], predict the reactants needed to synthesize it. The reactants are: Br[C:2]1[CH:27]=[N:26][C:5]2[N:6]=[C:7]([N:13]3[CH2:16][CH:15]([N:17]([CH3:25])[C:18](=[O:24])[O:19][C:20]([CH3:23])([CH3:22])[CH3:21])[CH2:14]3)[C:8]3[N:9]([CH:10]=[N:11][N:12]=3)[C:4]=2[CH:3]=1.[CH3:28][N:29](C=O)C. (7) Given the product [C:16]([O:5][C:4](=[O:6])[C:3]1[CH:7]=[CH:8][C:9]([CH3:12])=[C:10]([F:11])[C:2]=1[F:1])([CH3:19])([CH3:18])[CH3:17], predict the reactants needed to synthesize it. The reactants are: [F:1][C:2]1[C:10]([F:11])=[C:9]([CH3:12])[CH:8]=[CH:7][C:3]=1[C:4]([OH:6])=[O:5].C(OC(O[C:16]([CH3:19])([CH3:18])[CH3:17])=O)(O[C:16]([CH3:19])([CH3:18])[CH3:17])=O.